This data is from Full USPTO retrosynthesis dataset with 1.9M reactions from patents (1976-2016). The task is: Predict the reactants needed to synthesize the given product. Given the product [NH2:8][C:9]1[CH2:15][C:14]([C:16]([N:17]([CH2:21][CH2:22][CH3:23])[CH2:18][CH2:19][CH3:20])=[O:24])=[CH:13][C:12]2[CH:25]=[CH:26][C:27]([C:29]([NH:68][C:64]3[CH:63]=[N:62][CH:67]=[CH:66][CH:65]=3)=[O:30])=[CH:28][C:11]=2[N:10]=1, predict the reactants needed to synthesize it. The reactants are: C(OC([NH:8][C:9]1[CH2:15][C:14]([C:16](=[O:24])[N:17]([CH2:21][CH2:22][CH3:23])[CH2:18][CH2:19][CH3:20])=[CH:13][C:12]2[CH:25]=[CH:26][C:27]([C:29](O)=[O:30])=[CH:28][C:11]=2[N:10]=1)=O)(C)(C)C.CCN=C=NCCCN(C)C.C1C=CC2N(O)N=NC=2C=1.CCN(C(C)C)C(C)C.[N:62]1[CH:67]=[CH:66][CH:65]=[C:64]([NH2:68])[CH:63]=1.C(O)(C(F)(F)F)=O.